Dataset: Full USPTO retrosynthesis dataset with 1.9M reactions from patents (1976-2016). Task: Predict the reactants needed to synthesize the given product. (1) The reactants are: [CH2:1]([O:3][C:4]1[CH:9]=[C:8]([O:10][CH2:11][C:12]2[CH:17]=[CH:16][C:15]([O:18][CH3:19])=[CH:14][CH:13]=2)[N:7]=[CH:6][C:5]=1[C:20]1[CH:25]=[CH:24][C:23]([CH2:26][C:27](O)=[O:28])=[C:22]([F:30])[CH:21]=1)[CH3:2].[NH2:31][C:32]1[CH:39]=[CH:38][C:35]([C:36]#[N:37])=[C:34]([C:40]([F:43])([F:42])[F:41])[CH:33]=1.N1C=CC=CC=1.C(P1(=O)OP(CCC)(=O)OP(CCC)(=O)O1)CC. Given the product [C:36]([C:35]1[CH:38]=[CH:39][C:32]([NH:31][C:27](=[O:28])[CH2:26][C:23]2[CH:24]=[CH:25][C:20]([C:5]3[CH:6]=[N:7][C:8]([O:10][CH2:11][C:12]4[CH:13]=[CH:14][C:15]([O:18][CH3:19])=[CH:16][CH:17]=4)=[CH:9][C:4]=3[O:3][CH2:1][CH3:2])=[CH:21][C:22]=2[F:30])=[CH:33][C:34]=1[C:40]([F:41])([F:42])[F:43])#[N:37], predict the reactants needed to synthesize it. (2) Given the product [F:1][C:2]1[CH:3]=[CH:4][CH:5]=[C:6]2[C:10]=1[N:9]([C:11]1[NH:12][C:13]([CH:16]3[CH2:21][CH2:20][NH:19][CH2:18][CH2:17]3)=[CH:14][N:15]=1)[N:8]=[C:7]2[CH:32]([CH3:34])[CH3:33], predict the reactants needed to synthesize it. The reactants are: [F:1][C:2]1[CH:3]=[CH:4][CH:5]=[C:6]2[C:10]=1[N:9]([C:11]1[NH:12][C:13]([CH:16]3[CH2:21][CH2:20][N:19](C(OCC4C=CC=CC=4)=O)[CH2:18][CH2:17]3)=[CH:14][N:15]=1)[N:8]=[C:7]2[CH:32]([CH3:34])[CH3:33]. (3) Given the product [CH3:19][C:18]([CH3:21])([CH3:20])[C:17]([C:16]1[C:10]2[C:11](=[N:12][CH:13]=[C:8]([C:4]3[CH:5]=[CH:6][CH:7]=[C:2]([N:28]4[CH2:29][C:26]5([CH2:23][O:24][CH2:25]5)[CH2:27]4)[CH:3]=3)[N:9]=2)[NH:14][CH:15]=1)=[O:22], predict the reactants needed to synthesize it. The reactants are: I[C:2]1[CH:3]=[C:4]([C:8]2[N:9]=[C:10]3[C:16]([C:17](=[O:22])[C:18]([CH3:21])([CH3:20])[CH3:19])=[CH:15][NH:14][C:11]3=[N:12][CH:13]=2)[CH:5]=[CH:6][CH:7]=1.[CH2:23]1[C:26]2([CH2:29][NH:28][CH2:27]2)[CH2:25][O:24]1.C(=O)([O-])[O-].[K+].[K+].N1CCCC1C(O)=O.